Task: Predict the reactants needed to synthesize the given product.. Dataset: Full USPTO retrosynthesis dataset with 1.9M reactions from patents (1976-2016) (1) Given the product [Br:15][C:16]1[CH:21]=[C:20]([C:2]2[N:7]=[N:6][C:5]([NH2:8])=[N:4][C:3]=2[C:9]2[CH:14]=[CH:13][CH:12]=[CH:11][CH:10]=2)[CH:19]=[CH:18][CH:17]=1, predict the reactants needed to synthesize it. The reactants are: Br[C:2]1[N:7]=[N:6][C:5]([NH2:8])=[N:4][C:3]=1[C:9]1[CH:14]=[CH:13][CH:12]=[CH:11][CH:10]=1.[Br:15][C:16]1[CH:17]=[C:18](B(O)O)[CH:19]=[CH:20][CH:21]=1. (2) The reactants are: [CH2:1]([O:3][C:4]([C:6]1[N:7]([CH3:26])[C:8]([CH2:24][CH3:25])=[C:9]([C:22]#[N:23])[C:10]=1[C:11]1[CH:16]=[CH:15][C:14]([C:17]2[NH:21][N:20]=[N:19][N:18]=2)=[CH:13][CH:12]=1)=[O:5])[CH3:2].[H-].[Na+].Br[CH2:30][CH:31]([CH3:33])[CH3:32]. Given the product [CH2:1]([O:3][C:4]([C:6]1[N:7]([CH3:26])[C:8]([CH2:24][CH3:25])=[C:9]([C:22]#[N:23])[C:10]=1[C:11]1[CH:12]=[CH:13][C:14]([C:17]2[N:18]([CH2:30][CH:31]([CH3:33])[CH3:32])[N:19]=[N:20][N:21]=2)=[CH:15][CH:16]=1)=[O:5])[CH3:2], predict the reactants needed to synthesize it. (3) Given the product [F:25][C:21]1[CH:20]=[C:19]([C:6]2[C:5]3[C:9](=[CH:10][CH:11]=[C:3]([CH2:2][NH2:1])[CH:4]=3)[NH:8][N:7]=2)[CH:24]=[CH:23][CH:22]=1, predict the reactants needed to synthesize it. The reactants are: [NH2:1][CH2:2][C:3]1[CH:4]=[C:5]2[C:9](=[CH:10][CH:11]=1)[N:8](C(OC(C)(C)C)=O)[N:7]=[C:6]2[C:19]1[CH:24]=[CH:23][CH:22]=[C:21]([F:25])[CH:20]=1.FC(F)(F)C(O)=O. (4) Given the product [F:36][C:33]([F:35])([F:34])[O:32][C:29]1[CH:30]=[CH:31][C:26]([S:23]([N:10]2[C:9]3[CH:37]=[C:5]([CH2:4][C:3]4[N:38]=[C:44]([C:43]([OH:42])([CH3:48])[CH3:47])[O:1][N:2]=4)[CH:6]=[CH:7][C:8]=3[NH:14][C:13]3[N:15]=[C:16]([C:19]([F:21])([F:22])[F:20])[CH:17]=[CH:18][C:12]=3[CH2:11]2)(=[O:25])=[O:24])=[CH:27][CH:28]=1, predict the reactants needed to synthesize it. The reactants are: [OH:1]/[N:2]=[C:3](\[NH2:38])/[CH2:4][C:5]1[CH:6]=[CH:7][C:8]2[NH:14][C:13]3[N:15]=[C:16]([C:19]([F:22])([F:21])[F:20])[CH:17]=[CH:18][C:12]=3[CH2:11][N:10]([S:23]([C:26]3[CH:31]=[CH:30][C:29]([O:32][C:33]([F:36])([F:35])[F:34])=[CH:28][CH:27]=3)(=[O:25])=[O:24])[C:9]=2[CH:37]=1.C([O:42][C:43]([CH3:48])([CH3:47])[C:44](Cl)=O)(=O)C. (5) Given the product [CH:13]([O:12][C:10]([N:7]1[CH2:6][CH2:5][CH:4]([O:3][C:21]2[C:22]([O:23][CH3:24])=[C:17]([Cl:16])[N:18]=[CH:19][N:20]=2)[CH2:9][CH2:8]1)=[O:11])([CH3:15])[CH3:14], predict the reactants needed to synthesize it. The reactants are: [H-].[Na+].[OH:3][CH:4]1[CH2:9][CH2:8][N:7]([C:10]([O:12][CH:13]([CH3:15])[CH3:14])=[O:11])[CH2:6][CH2:5]1.[Cl:16][C:17]1[C:22]([O:23][CH3:24])=[C:21](Cl)[N:20]=[CH:19][N:18]=1.O. (6) Given the product [N:29]1([C:13]2[CH:12]=[C:11]3[C:16]([C:17](=[O:19])[NH:18][C:9](=[O:8])[NH:10]3)=[CH:15][CH:14]=2)[CH2:34][CH2:33][O:32][CH2:31][CH2:30]1, predict the reactants needed to synthesize it. The reactants are: COC1C=CC(C[O:8][C:9]2[N:18]=[C:17]([O:19]CC3C=CC(OC)=CC=3)[C:16]3[C:11](=[CH:12][C:13]([N:29]4[CH2:34][CH2:33][O:32][CH2:31][CH2:30]4)=[CH:14][CH:15]=3)[N:10]=2)=CC=1. (7) Given the product [CH2:1]([N:3]1[C:11]2[C:6](=[CH:7][C:8]([C:12]3[NH:42][C:41]4[N:40]([N:39]=[CH:38][C:37]=4[C:34]4[CH:35]=[CH:36][N:32]([CH3:31])[N:33]=4)[C:14](=[O:16])[CH:13]=3)=[CH:9][CH:10]=2)[CH:5]=[N:4]1)[CH3:2], predict the reactants needed to synthesize it. The reactants are: [CH2:1]([N:3]1[C:11]2[C:6](=[CH:7][C:8]([C:12](=O)[CH2:13][C:14]([O:16]CC)=O)=[CH:9][CH:10]=2)[CH:5]=[N:4]1)[CH3:2].CC1C=CC(S(O)(=O)=O)=CC=1.[CH3:31][N:32]1[CH:36]=[CH:35][C:34]([C:37]2[CH:38]=[N:39][NH:40][C:41]=2[NH2:42])=[N:33]1. (8) Given the product [CH:1]1([C:7]2[S:25][C:10]3[N:11]=[C:12]([CH3:24])[N:13]=[C:14]([CH2:15][N:16]4[CH2:21][CH2:20][O:19][CH2:18][C@@H:17]4[CH2:22][O:23][CH3:26])[C:9]=3[CH:8]=2)[CH2:2][CH2:3][CH2:4][CH2:5][CH2:6]1, predict the reactants needed to synthesize it. The reactants are: [CH:1]1([C:7]2[S:25][C:10]3[N:11]=[C:12]([CH3:24])[N:13]=[C:14]([CH2:15][N:16]4[CH2:21][CH2:20][O:19][CH2:18][C@@H:17]4[CH2:22][OH:23])[C:9]=3[CH:8]=2)[CH2:6][CH2:5][CH2:4][CH2:3][CH2:2]1.[CH3:26]N(C=O)C.[H-].[Na+].CI. (9) Given the product [Br:1][C:2]1[CH:3]=[C:4]2[CH2:12][CH2:11][C:10]3[CH:13]=[C:14]([Cl:17])[CH:15]=[CH:16][C:9]=3[CH:8]([N:18]3[CH2:19][CH2:20][N:21]([C:24](=[O:32])[CH2:25][CH:26]4[CH2:31][CH2:30][N:29]([C:38]([NH:37][C:33]([CH3:36])([CH3:35])[CH3:34])=[O:39])[CH2:28][CH2:27]4)[CH2:22][CH2:23]3)[C:5]2=[N:6][CH:7]=1, predict the reactants needed to synthesize it. The reactants are: [Br:1][C:2]1[CH:3]=[C:4]2[CH2:12][CH2:11][C:10]3[CH:13]=[C:14]([Cl:17])[CH:15]=[CH:16][C:9]=3[CH:8]([N:18]3[CH2:23][CH2:22][N:21]([C:24](=[O:32])[CH2:25][CH:26]4[CH2:31][CH2:30][NH:29][CH2:28][CH2:27]4)[CH2:20][CH2:19]3)[C:5]2=[N:6][CH:7]=1.[C:33]([N:37]=[C:38]=[O:39])([CH3:36])([CH3:35])[CH3:34].